This data is from Peptide-MHC class II binding affinity with 134,281 pairs from IEDB. The task is: Regression. Given a peptide amino acid sequence and an MHC pseudo amino acid sequence, predict their binding affinity value. This is MHC class II binding data. (1) The binding affinity (normalized) is 0.605. The peptide sequence is RAIWYMWLGARYLEF. The MHC is DRB1_0101 with pseudo-sequence DRB1_0101. (2) The peptide sequence is VHVSFVMAYPEMLAA. The MHC is DRB1_1302 with pseudo-sequence DRB1_1302. The binding affinity (normalized) is 0.369.